Dataset: Reaction yield outcomes from USPTO patents with 853,638 reactions. Task: Predict the reaction yield, written as a fraction of the theoretical maximum amount of product (1.0 means a 100% yield; for example, 0.34 means a 34% yield). The reactants are [C:1]([C:5]1[S:9]/[C:8](=[N:10]\[C:11](=O)[C:12]2[CH:17]=[C:16]([C:18]([F:21])([F:20])[F:19])[CH:15]=[CH:14][C:13]=2[O:22][CH2:23][C@@H:24]2[CH2:28][CH2:27][CH2:26][N:25]2[CH3:29])/[N:7]([CH2:31][C@H:32]2[CH2:36][CH2:35][CH2:34][O:33]2)[CH:6]=1)([CH3:4])([CH3:3])[CH3:2].COC1C=CC(P2(SP(C3C=CC(OC)=CC=3)(=S)S2)=[S:46])=CC=1. The catalyst is C1(C)C=CC=CC=1. The product is [C:1]([C:5]1[S:9]/[C:8](=[N:10]\[C:11]([C:12]2[CH:17]=[C:16]([C:18]([F:21])([F:20])[F:19])[CH:15]=[CH:14][C:13]=2[O:22][CH2:23][C@@H:24]2[CH2:28][CH2:27][CH2:26][N:25]2[CH3:29])=[S:46])/[N:7]([CH2:31][C@H:32]2[CH2:36][CH2:35][CH2:34][O:33]2)[CH:6]=1)([CH3:4])([CH3:3])[CH3:2]. The yield is 0.870.